This data is from Catalyst prediction with 721,799 reactions and 888 catalyst types from USPTO. The task is: Predict which catalyst facilitates the given reaction. (1) Reactant: C([O:8][C:9]1[C:10](=[O:34])[C:11]([C:29]2[S:30][CH:31]=[CH:32][N:33]=2)=[CH:12][N:13]2[CH2:18][CH2:17][N:16]([CH2:19][C:20]3[CH:25]=[CH:24][C:23]([F:26])=[C:22]([F:27])[CH:21]=3)[C:15](=[O:28])[C:14]=12)C1C=CC=CC=1. Product: [F:27][C:22]1[CH:21]=[C:20]([CH:25]=[CH:24][C:23]=1[F:26])[CH2:19][N:16]1[CH2:17][CH2:18][N:13]2[CH:12]=[C:11]([C:29]3[S:30][CH:31]=[CH:32][N:33]=3)[C:10](=[O:34])[C:9]([OH:8])=[C:14]2[C:15]1=[O:28]. The catalyst class is: 55. (2) Reactant: [CH3:1][C:2]([CH3:23])([CH3:22])[CH2:3][O:4][C:5]1[CH:6]=[C:7]([CH:19]=[CH:20][CH:21]=1)[O:8][C:9]1[CH:14]=[CH:13][C:12]([N+:15]([O-])=O)=[CH:11][C:10]=1[CH3:18].[Cl-].[Ca+2].[Cl-].C(O)C. Product: [CH3:1][C:2]([CH3:23])([CH3:22])[CH2:3][O:4][C:5]1[CH:6]=[C:7]([CH:19]=[CH:20][CH:21]=1)[O:8][C:9]1[CH:14]=[CH:13][C:12]([NH2:15])=[CH:11][C:10]=1[CH3:18]. The catalyst class is: 6. (3) Reactant: Br[C:2]1[C:7]([C:8]([F:11])([F:10])[F:9])=[CH:6][CH:5]=[C:4]([O:12][CH3:13])[C:3]=1[NH2:14].[Cu][C:16]#[N:17]. Product: [NH2:14][C:3]1[C:4]([O:12][CH3:13])=[CH:5][CH:6]=[C:7]([C:8]([F:11])([F:10])[F:9])[C:2]=1[C:16]#[N:17]. The catalyst class is: 9.